From a dataset of Catalyst prediction with 721,799 reactions and 888 catalyst types from USPTO. Predict which catalyst facilitates the given reaction. (1) Reactant: [C:1]1([S:7][C:8]2[CH:9]=[CH:10][C:11]3[O:15]C=[N:13][C:12]=3[CH:16]=2)[CH:6]=[CH:5][CH:4]=[CH:3][CH:2]=1.[ClH:17].O. Product: [ClH:17].[NH2:13][C:12]1[CH:16]=[C:8]([S:7][C:1]2[CH:6]=[CH:5][CH:4]=[CH:3][CH:2]=2)[CH:9]=[CH:10][C:11]=1[OH:15]. The catalyst class is: 271. (2) Reactant: [C:1]1([C:7]([C:9]2[NH:17][C:12]3=[CH:13][N:14]=[CH:15][CH:16]=[C:11]3[CH:10]=2)=O)[CH:6]=[CH:5][CH:4]=[CH:3][CH:2]=1.[NH2:18][O:19][CH:20]1[CH2:24][CH2:23][N:22]([C:25]([O:27][C:28]([CH3:31])([CH3:30])[CH3:29])=[O:26])[CH2:21]1.C(O)(=O)C. Product: [C:1]1([C:7](=[N:18][O:19][CH:20]2[CH2:24][CH2:23][N:22]([C:25]([O:27][C:28]([CH3:31])([CH3:30])[CH3:29])=[O:26])[CH2:21]2)[C:9]2[NH:17][C:12]3=[CH:13][N:14]=[CH:15][CH:16]=[C:11]3[CH:10]=2)[CH:6]=[CH:5][CH:4]=[CH:3][CH:2]=1. The catalyst class is: 32. (3) The catalyst class is: 855. Reactant: [Cl:1][C:2]1[CH:11]=[CH:10][C:5]([C:6]([O:8][CH3:9])=[O:7])=[CH:4][C:3]=1[CH3:12].C1C(=O)N([Br:20])C(=O)C1. Product: [Br:20][CH2:12][C:3]1[CH:4]=[C:5]([CH:10]=[CH:11][C:2]=1[Cl:1])[C:6]([O:8][CH3:9])=[O:7]. (4) Reactant: Cl[CH2:2][CH2:3][O:4][C:5]1[CH:14]=[C:13]2[C:8]([C:9]([O:15][C:16]3[CH:21]=[CH:20][C:19]([CH3:22])=[CH:18][C:17]=3[C:23]([C:25]3[CH:30]=[CH:29][CH:28]=[CH:27][CH:26]=3)=[O:24])=[CH:10][CH:11]=[N:12]2)=[CH:7][C:6]=1[O:31][CH3:32].[NH:33]1[CH2:38][CH2:37][O:36][CH2:35][CH2:34]1.C(=O)([O-])[O-].[K+].[K+].O. Product: [CH3:22][C:19]1[CH:20]=[CH:21][C:16]([O:15][C:9]2[C:8]3[C:13](=[CH:14][C:5]([O:4][CH2:3][CH2:2][N:33]4[CH2:38][CH2:37][O:36][CH2:35][CH2:34]4)=[C:6]([O:31][CH3:32])[CH:7]=3)[N:12]=[CH:11][CH:10]=2)=[C:17]([C:23]([C:25]2[CH:26]=[CH:27][CH:28]=[CH:29][CH:30]=2)=[O:24])[CH:18]=1. The catalyst class is: 9. (5) Product: [CH:14]([C:8]1([C:5]2[CH:4]=[C:3]3[C:2](=[CH:7][CH:6]=2)[NH:1][C:19]([C:18]([OH:23])=[O:22])=[CH:21]3)[CH2:9][C:10](=[O:13])[NH:11][CH2:12]1)([CH3:16])[CH3:15]. Reactant: [NH2:1][C:2]1[CH:7]=[CH:6][C:5]([C:8]2([CH:14]([CH3:16])[CH3:15])[CH2:12][NH:11][C:10](=[O:13])[CH2:9]2)=[CH:4][C:3]=1I.[C:18]([OH:23])(=[O:22])[C:19]([CH3:21])=O.C1N2CCN(CC2)C1.[OH-].[Na+]. The catalyst class is: 274. (6) Reactant: CCN=C=NCCCN(C)C.[NH2:12][C:13]1[C:14]([C:20]([OH:22])=O)=[N:15][C:16]([Br:19])=[CH:17][N:18]=1.[NH2:23][C:24]1[CH:47]=[CH:46][CH:45]=[CH:44][C:25]=1[O:26][CH2:27][CH2:28][O:29][CH2:30][CH2:31][O:32][CH2:33][CH2:34][N:35]([CH3:43])[C:36](=[O:42])[O:37][C:38]([CH3:41])([CH3:40])[CH3:39].OC1C2N=NNC=2C=CC=1. Product: [NH2:12][C:13]1[C:14]([C:20]([NH:23][C:24]2[CH:47]=[CH:46][CH:45]=[CH:44][C:25]=2[O:26][CH2:27][CH2:28][O:29][CH2:30][CH2:31][O:32][CH2:33][CH2:34][N:35]([CH3:43])[C:36](=[O:42])[O:37][C:38]([CH3:39])([CH3:40])[CH3:41])=[O:22])=[N:15][C:16]([Br:19])=[CH:17][N:18]=1. The catalyst class is: 58. (7) Reactant: [OH:1][C:2]1[CH:7]=[CH:6][C:5]([CH2:8][CH2:9][S:10][CH:11]([CH2:15][C:16]2[CH:21]=[CH:20][C:19]([CH2:22][CH2:23][O:24][C:25]3[CH:30]=[CH:29][C:28]([O:31][S:32]([CH3:35])(=[O:34])=[O:33])=[CH:27][CH:26]=3)=[CH:18][CH:17]=2)[C:12]([OH:14])=[O:13])=[CH:4][CH:3]=1.[C:36]([NH2:40])([CH3:39])([CH3:38])[CH3:37]. Product: [C:36]([NH2:40])([CH3:39])([CH3:38])[CH3:37].[OH:1][C:2]1[CH:7]=[CH:6][C:5]([CH2:8][CH2:9][S:10][CH:11]([CH2:15][C:16]2[CH:21]=[CH:20][C:19]([CH2:22][CH2:23][O:24][C:25]3[CH:26]=[CH:27][C:28]([O:31][S:32]([CH3:35])(=[O:34])=[O:33])=[CH:29][CH:30]=3)=[CH:18][CH:17]=2)[C:12]([OH:14])=[O:13])=[CH:4][CH:3]=1. The catalyst class is: 8. (8) Reactant: C[Si](C=[N+]=[N-])(C)C.[CH3:8]CCCCC.[Br:14][C:15]1[CH:20]=[CH:19][C:18]([CH:21]([OH:25])[C:22]([OH:24])=[O:23])=[CH:17][CH:16]=1.CO. Product: [CH3:8][O:23][C:22](=[O:24])[CH:21]([C:18]1[CH:17]=[CH:16][C:15]([Br:14])=[CH:20][CH:19]=1)[OH:25]. The catalyst class is: 48. (9) Reactant: Br[CH2:2][CH2:3][CH2:4][O:5][C:6]1[CH:7]=[CH:8][C:9]2[S:13][CH:12]=[N:11][C:10]=2[CH:14]=1.[Na+].[I-].Cl.[Cl:18][C:19]1[C:24]([Cl:25])=[CH:23][CH:22]=[CH:21][C:20]=1[N:26]1[CH2:31][CH2:30][NH:29][CH2:28][CH2:27]1.C([O-])([O-])=O.[K+].[K+]. Product: [Cl:18][C:19]1[C:24]([Cl:25])=[CH:23][CH:22]=[CH:21][C:20]=1[N:26]1[CH2:31][CH2:30][N:29]([CH2:2][CH2:3][CH2:4][O:5][C:6]2[CH:7]=[CH:8][C:9]3[S:13][CH:12]=[N:11][C:10]=3[CH:14]=2)[CH2:28][CH2:27]1. The catalyst class is: 23. (10) The catalyst class is: 3. Product: [CH3:1][O:2][C:3]([C:5]1[CH:6]([CH3:18])[C:7]2[C:8](=[CH:12][CH:13]=1)[N:9]=[N:10][N:11]=2)=[O:4]. Reactant: [CH3:1][O:2][C:3]([C:5]1[CH2:6][C:7]2[C:8](=[CH:12][CH:13]=1)[N:9]=[N:10][N:11]=2)=[O:4].[H-].[Na+].CI.[CH3:18]COC(C)=O.